From a dataset of Reaction yield outcomes from USPTO patents with 853,638 reactions. Predict the reaction yield, written as a fraction of the theoretical maximum amount of product (1.0 means a 100% yield; for example, 0.34 means a 34% yield). (1) The reactants are [C:1]([O:5][C:6](=[O:21])[NH:7][CH2:8][CH2:9][CH2:10][CH2:11][C:12]1[CH:17]=[CH:16][C:15]([C:18](=S)[NH2:19])=[CH:14][CH:13]=1)([CH3:4])([CH3:3])[CH3:2].IC.C([O-])(=O)C.[NH4+:28]. The catalyst is C(Cl)Cl. The product is [C:1]([O:5][C:6](=[O:21])[NH:7][CH2:8][CH2:9][CH2:10][CH2:11][C:12]1[CH:17]=[CH:16][C:15]([C:18](=[NH:28])[NH2:19])=[CH:14][CH:13]=1)([CH3:4])([CH3:3])[CH3:2]. The yield is 0.290. (2) The reactants are [F:1][C:2]1[S:3][CH:4]=[CH:5][C:6]=1[CH2:7][C:8]([C:10]1[CH:15]=[CH:14][N:13]=[CH:12][CH:11]=1)=[O:9].[C:16]1([CH3:22])[CH:21]=[CH:20][CH:19]=[CH:18][CH:17]=1. The catalyst is C(Br)C1C=CC=CC=1. The product is [CH2:22]([N:13]1[CH2:14][CH:15]=[C:10]([CH:8]([OH:9])[CH2:7][C:6]2[CH:5]=[CH:4][S:3][C:2]=2[F:1])[CH2:11][CH2:12]1)[C:16]1[CH:21]=[CH:20][CH:19]=[CH:18][CH:17]=1. The yield is 0.880. (3) The reactants are Br[C:2]1[CH:7]=[CH:6][C:5]([C@H:8]([N:10]2[CH2:15][CH2:14][N:13]([C:16]3[CH:17]=[CH:18][C:19]4[N:20]([C:22]([C:25]([F:28])([F:27])[F:26])=[N:23][N:24]=4)[N:21]=3)[CH2:12][CH2:11]2)[CH3:9])=[CH:4][CH:3]=1.[CH3:29][N:30](C)CCN(C)C. The catalyst is CN(C=O)C.[C-]#N.[Zn+2].[C-]#N.C1C=CC(/C=C/C(/C=C/C2C=CC=CC=2)=O)=CC=1.C1C=CC(/C=C/C(/C=C/C2C=CC=CC=2)=O)=CC=1.C1C=CC(/C=C/C(/C=C/C2C=CC=CC=2)=O)=CC=1.[Pd].[Pd].C1(P(C2C=CC=CC=2)C2C3OC4C(=CC=CC=4P(C4C=CC=CC=4)C4C=CC=CC=4)C(C)(C)C=3C=CC=2)C=CC=CC=1. The product is [F:26][C:25]([F:28])([F:27])[C:22]1[N:20]2[N:21]=[C:16]([N:13]3[CH2:14][CH2:15][N:10]([C@@H:8]([C:5]4[CH:6]=[CH:7][C:2]([C:29]#[N:30])=[CH:3][CH:4]=4)[CH3:9])[CH2:11][CH2:12]3)[CH:17]=[CH:18][C:19]2=[N:24][N:23]=1. The yield is 0.760. (4) The reactants are [F:1][C:2]1[CH:3]=[CH:4][C:5]2[C:9]([CH:10]3[CH2:15][CH2:14][N:13]([CH2:16][CH2:17][CH2:18][N:19]4[C:27]5[CH2:26][CH2:25][N:24]([S:28]([CH3:31])(=[O:30])=[O:29])[CH2:23][C:22]=5[C:21]([C:32]5[CH:37]=[CH:36][C:35]([C:38]([F:41])([F:40])[F:39])=[CH:34][CH:33]=5)=[N:20]4)[CH2:12][CH2:11]3)=[C:8]([C:42](O)=[O:43])[S:7][C:6]=2[CH:45]=1.CN(C(ON1N=NC2C=CC=CC1=2)=[N+](C)C)C.F[P-](F)(F)(F)(F)F.CCN(C(C)C)C(C)C.[CH2:79]([CH2:81][NH2:82])[OH:80]. The catalyst is CN(C=O)C. The product is [OH:80][CH2:79][CH2:81][NH:82][C:42]([C:8]1[S:7][C:6]2[CH:45]=[C:2]([F:1])[CH:3]=[CH:4][C:5]=2[C:9]=1[CH:10]1[CH2:11][CH2:12][N:13]([CH2:16][CH2:17][CH2:18][N:19]2[C:27]3[CH2:26][CH2:25][N:24]([S:28]([CH3:31])(=[O:29])=[O:30])[CH2:23][C:22]=3[C:21]([C:32]3[CH:33]=[CH:34][C:35]([C:38]([F:40])([F:41])[F:39])=[CH:36][CH:37]=3)=[N:20]2)[CH2:14][CH2:15]1)=[O:43]. The yield is 0.760.